Dataset: Forward reaction prediction with 1.9M reactions from USPTO patents (1976-2016). Task: Predict the product of the given reaction. (1) Given the reactants Br[C:2]1[CH:9]=[CH:8][C:5]([CH:6]=[O:7])=[CH:4][N:3]=1.[C:10]1(B(O)O)[CH:15]=[CH:14][CH:13]=[CH:12][CH:11]=1, predict the reaction product. The product is: [C:10]1([C:2]2[CH:9]=[CH:8][C:5]([CH:6]=[O:7])=[CH:4][N:3]=2)[CH:15]=[CH:14][CH:13]=[CH:12][CH:11]=1. (2) The product is: [Cl:19][C:14]1[CH:13]=[C:12]([CH:17]=[CH:16][C:15]=1[Cl:18])[O:11][CH:8]1[CH2:9][CH2:10][N:5]([CH2:4][C@H:3]([OH:20])[CH2:2][NH:1][C:30]([C:27]2[CH:28]=[CH:29][C:24]3[N:23]=[CH:22][S:21][C:25]=3[CH:26]=2)=[O:31])[CH2:6][CH2:7]1. Given the reactants [NH2:1][CH2:2][C@@H:3]([OH:20])[CH2:4][N:5]1[CH2:10][CH2:9][CH:8]([O:11][C:12]2[CH:17]=[CH:16][C:15]([Cl:18])=[C:14]([Cl:19])[CH:13]=2)[CH2:7][CH2:6]1.[S:21]1[C:25]2[CH:26]=[C:27]([C:30](O)=[O:31])[CH:28]=[CH:29][C:24]=2[N:23]=[CH:22]1, predict the reaction product.